From a dataset of Reaction yield outcomes from USPTO patents with 853,638 reactions. Predict the reaction yield, written as a fraction of the theoretical maximum amount of product (1.0 means a 100% yield; for example, 0.34 means a 34% yield). The reactants are [N+:1]([C:4]1[CH:17]=[CH:16][C:7]2[CH2:8][CH2:9][N:10]([CH2:13][C:14]#[CH:15])[CH2:11][CH2:12][C:6]=2[CH:5]=1)([O-])=O.[Sn](Cl)Cl. The catalyst is C(OCC)(=O)C.C(O)C. The product is [CH2:13]([N:10]1[CH2:11][CH2:12][C:6]2[CH:5]=[C:4]([NH2:1])[CH:17]=[CH:16][C:7]=2[CH2:8][CH2:9]1)[C:14]#[CH:15]. The yield is 0.950.